This data is from hERG Central: cardiac toxicity at 1µM, 10µM, and general inhibition. The task is: Predict hERG channel inhibition at various concentrations. (1) The molecule is CCOc1ccc(N2CC(O)(c3ccc(F)cc3)[N+]3=C2CCCC3)cc1.[Br-]. Results: hERG_inhib (hERG inhibition (general)): blocker. (2) The molecule is Cl.O=C(NC1CCN(Cc2ccccc2)CC1)c1ccccc1OCc1ccccc1. Results: hERG_inhib (hERG inhibition (general)): blocker.